From a dataset of Reaction yield outcomes from USPTO patents with 853,638 reactions. Predict the reaction yield, written as a fraction of the theoretical maximum amount of product (1.0 means a 100% yield; for example, 0.34 means a 34% yield). (1) The reactants are [C:1]1(P(C2C=CC=CC=2)C2C=CC=CC=2)C=CC=CC=1.CCOC(/N=[N:26]/[C:27](OCC)=O)=O.O[C:33]1[CH:34]=[C:35]([C:39]2[C:47]3[C:42](=[CH:43][CH:44]=[C:45]([C:48]#[N:49])[CH:46]=3)[N:41](C3CCCCO3)[N:40]=2)[CH:36]=[CH:37][CH:38]=1.Cl.[O:57]1CC[CH2:59][CH2:58]1. No catalyst specified. The product is [CH3:1][N:26]([CH3:27])[CH2:59][CH2:58][O:57][C:38]1[CH:33]=[CH:34][C:35]([C:39]2[C:47]3[C:42](=[CH:43][CH:44]=[C:45]([C:48]#[N:49])[CH:46]=3)[NH:41][N:40]=2)=[CH:36][CH:37]=1. The yield is 0.410. (2) The reactants are [Cl:1][C:2]1[CH:33]=[CH:32][C:5]([CH2:6][CH2:7][NH:8][C:9]([C:11]2[CH:31]=[CH:30][C:14]([O:15][C:16]3[CH:21]=[CH:20][C:19]([CH2:22][C:23]([O:25]C(C)(C)C)=[O:24])=[CH:18][CH:17]=3)=[CH:13][CH:12]=2)=[O:10])=[CH:4][CH:3]=1.C(O)(C(F)(F)F)=O. The catalyst is C(Cl)Cl. The product is [Cl:1][C:2]1[CH:3]=[CH:4][C:5]([CH2:6][CH2:7][NH:8][C:9]([C:11]2[CH:12]=[CH:13][C:14]([O:15][C:16]3[CH:21]=[CH:20][C:19]([CH2:22][C:23]([OH:25])=[O:24])=[CH:18][CH:17]=3)=[CH:30][CH:31]=2)=[O:10])=[CH:32][CH:33]=1. The yield is 0.970. (3) The reactants are CCCC[N+](CCCC)(CCCC)CCCC.[F-].[Si](O[CH2:27][C:28]1[C:29]([N+:40]([O-:42])=[O:41])=[C:30]([CH:37]=[CH:38][CH:39]=1)[C:31]([NH:33][CH2:34][C:35]#[CH:36])=[O:32])(C(C)(C)C)(C)C.C(N(CC)CC)C.[Br:50][C:51]([CH3:56])([CH3:55])[C:52](Br)=[O:53]. The catalyst is C1COCC1. The product is [Br:50][C:51]([CH3:56])([CH3:55])[C:52]([CH2:27][C:28]1[C:29]([N+:40]([O-:42])=[O:41])=[C:30]([CH:37]=[CH:38][CH:39]=1)[C:31]([NH:33][CH2:34][C:35]#[CH:36])=[O:32])=[O:53]. The yield is 0.600. (4) The reactants are C(O)(C(F)(F)F)=O.[C:8]1([CH3:28])[CH:13]=[C:12]([CH3:14])[CH:11]=[C:10]([CH3:15])[C:9]=1[S:16]([O:19][NH:20]C(=O)OC(C)(C)C)(=[O:18])=[O:17]. The catalyst is O. The product is [NH2:20][O:19][S:16]([C:9]1[C:10]([CH3:15])=[CH:11][C:12]([CH3:14])=[CH:13][C:8]=1[CH3:28])(=[O:17])=[O:18]. The yield is 0.852. (5) The reactants are Cl[CH2:2][CH2:3][CH2:4][C:5]([CH:8]1[O:12][CH2:11][CH2:10][O:9]1)([CH3:7])[CH3:6].[N-:13]=[N+:14]=[N-:15].[Na+]. The catalyst is CS(C)=O.O. The product is [O:9]1[CH2:10][CH2:11][O:12][CH:8]1[C:5]([CH3:7])([CH3:6])[CH2:4][CH2:3][CH2:2][N:13]=[N+:14]=[N-:15]. The yield is 0.900.